Task: Predict the reaction yield, written as a fraction of the theoretical maximum amount of product (1.0 means a 100% yield; for example, 0.34 means a 34% yield).. Dataset: Reaction yield outcomes from USPTO patents with 853,638 reactions (1) The reactants are [N:1]1[CH:6]=[CH:5][N:4]=[CH:3][C:2]=1[NH:7][C:8]([NH:10]C(=O)OCC)=S.Cl.NO.CC[N:21](C(C)C)C(C)C.C(O)C. The catalyst is CO. The product is [N:7]1[C:8]([NH2:10])=[N:21][N:1]2[CH:6]=[CH:5][N:4]=[CH:3][C:2]=12. The yield is 0.920. (2) The reactants are Cl[C:2]1[C:28]([CH3:29])=[CH:27][C:5]2[N:6]=[C:7]3[C:12]([N:13]([CH2:14][CH2:15][CH2:16][CH2:17][CH2:18][CH2:19][C:20]([O:22][CH2:23][CH3:24])=[O:21])[C:4]=2[CH:3]=1)=[N:11][C:10](=[O:25])[NH:9][C:8]3=[O:26].[CH:30]1([NH2:33])[CH2:32][CH2:31]1. The catalyst is CN(C=O)C. The product is [CH:30]1([NH:33][C:2]2[C:28]([CH3:29])=[CH:27][C:5]3[N:6]=[C:7]4[C:12]([N:13]([CH2:14][CH2:15][CH2:16][CH2:17][CH2:18][CH2:19][C:20]([O:22][CH2:23][CH3:24])=[O:21])[C:4]=3[CH:3]=2)=[N:11][C:10](=[O:25])[NH:9][C:8]4=[O:26])[CH2:32][CH2:31]1. The yield is 0.410. (3) The reactants are C(N(C(C)C)CC)(C)C.Cl[CH2:11][O:12][CH3:13].[Cl:14][C:15]1[CH:20]=C(O)[CH:18]=[CH:17][C:16]=1[CH:22]1[O:26][C:25]([CH3:28])([CH3:27])[O:24][C:23]1=[O:29]. The catalyst is ClCCl. The product is [Cl:14][C:15]1[CH:20]=[C:11]([O:12][CH3:13])[CH:18]=[CH:17][C:16]=1[CH:22]1[O:26][C:25]([CH3:27])([CH3:28])[O:24][C:23]1=[O:29]. The yield is 0.810. (4) The reactants are [CH2:1]([N:8]1[C:20]2[C:11](=[C:12]3[C:17](=[C:18]4[CH:24]=[C:23]([F:25])[CH:22]=[CH:21][C:19]4=2)[C:16](=[O:26])[N:15]([CH2:27][O:28][CH2:29][CH2:30][Si:31]([CH3:34])([CH3:33])[CH3:32])[CH:14]=[CH:13]3)[N:10]=[C:9]1[N:35]1[CH2:40][CH2:39][C:38](=O)[CH2:37][CH2:36]1)[C:2]1[CH:7]=[CH:6][CH:5]=[CH:4][CH:3]=1.C(=O)(O)[O-].[K+].Cl.[NH2:48][OH:49]. The catalyst is CO. The product is [CH2:1]([N:8]1[C:20]2[C:11](=[C:12]3[C:17](=[C:18]4[CH:24]=[C:23]([F:25])[CH:22]=[CH:21][C:19]4=2)[C:16](=[O:26])[N:15]([CH2:27][O:28][CH2:29][CH2:30][Si:31]([CH3:32])([CH3:33])[CH3:34])[CH:14]=[CH:13]3)[N:10]=[C:9]1[N:35]1[CH2:36][CH2:37][C:38](=[N:48][OH:49])[CH2:39][CH2:40]1)[C:2]1[CH:3]=[CH:4][CH:5]=[CH:6][CH:7]=1. The yield is 0.947.